The task is: Predict the reaction yield, written as a fraction of the theoretical maximum amount of product (1.0 means a 100% yield; for example, 0.34 means a 34% yield).. This data is from Reaction yield outcomes from USPTO patents with 853,638 reactions. (1) The reactants are [CH3:1][C:2]1[N:7]=[C:6]([C:8]2[CH:13]=[CH:12][N:11]=[C:10]([C:14]3[CH:15]=[C:16]([NH2:20])[CH:17]=[CH:18][CH:19]=3)[N:9]=2)[CH:5]=[C:4]([C:21]2[CH:26]=[CH:25][C:24]([C:27]([F:30])([F:29])[F:28])=[CH:23][CH:22]=2)[CH:3]=1.[CH3:31][S:32](Cl)(=[O:34])=[O:33]. The catalyst is CCOC(C)=O.C([O-])(O)=O.[Na+]. The product is [CH3:1][C:2]1[N:7]=[C:6]([C:8]2[CH:13]=[CH:12][N:11]=[C:10]([C:14]3[CH:15]=[C:16]([NH:20][S:32]([CH3:31])(=[O:34])=[O:33])[CH:17]=[CH:18][CH:19]=3)[N:9]=2)[CH:5]=[C:4]([C:21]2[CH:26]=[CH:25][C:24]([C:27]([F:30])([F:28])[F:29])=[CH:23][CH:22]=2)[CH:3]=1. The yield is 0.470. (2) The reactants are [NH2:1][C:2]1[N:10]=[C:9]2[C:5]([NH:6][CH:7]=[N:8]2)=[C:4]([S:11][C:12]2[CH:17]=[CH:16][C:15]([CH3:18])=[CH:14][CH:13]=2)[N:3]=1.C([O-])([O-])=O.[K+].[K+].Br[CH2:26][CH2:27][C:28]([C:39]([O:41][CH2:42][CH3:43])=[O:40])([C:34]([O:36][CH2:37][CH3:38])=[O:35])[C:29]([O:31][CH2:32][CH3:33])=[O:30].CS(C)=O. The yield is 0.820. The product is [CH2:37]([O:36][C:34](=[O:35])[C:28]([CH2:27][CH2:26][N:8]1[CH:7]=[N:6][C:5]2[C:9]1=[N:10][C:2]([NH2:1])=[N:3][C:4]=2[S:11][C:12]1[CH:17]=[CH:16][C:15]([CH3:18])=[CH:14][CH:13]=1)([C:39]([O:41][CH2:42][CH3:43])=[O:40])[C:29]([O:31][CH2:32][CH3:33])=[O:30])[CH3:38]. The catalyst is O. (3) The reactants are [F:1][C:2]([F:15])([F:14])[CH2:3][NH:4][C:5]1[N:10]=[CH:9][C:8]([C:11](=O)[CH3:12])=[CH:7][CH:6]=1.[CH3:16][C:17]([S@:20]([NH2:22])=[O:21])([CH3:19])[CH3:18]. No catalyst specified. The product is [CH3:16][C:17]([S@:20]([NH:22][CH:11]([C:8]1[CH:9]=[N:10][C:5]([NH:4][CH2:3][C:2]([F:15])([F:14])[F:1])=[CH:6][CH:7]=1)[CH3:12])=[O:21])([CH3:19])[CH3:18]. The yield is 0.280. (4) The reactants are [Br:1]N1C(=O)CCC1=O.C1(P(C2C=CC=CC=2)C2C=CC=CC=2)C=CC=CC=1.N1C=CC=CC=1.[CH:34]1([O:39][C:40](=[O:53])[C@@H:41]([NH:45][C:46]([O:48][C:49]([CH3:52])([CH3:51])[CH3:50])=[O:47])[CH2:42][CH2:43]O)[CH2:38][CH2:37][CH2:36][CH2:35]1. The catalyst is C(Cl)Cl. The product is [CH:34]1([O:39][C:40](=[O:53])[C@@H:41]([NH:45][C:46]([O:48][C:49]([CH3:52])([CH3:51])[CH3:50])=[O:47])[CH2:42][CH2:43][Br:1])[CH2:38][CH2:37][CH2:36][CH2:35]1. The yield is 0.840. (5) The reactants are [Cl:1][C:2]1[CH:3]=[C:4]([C:7]#[N:8])[NH:5][CH:6]=1.[H-].[Na+].[NH2:11]OP(=O)(C1C=CC=CC=1)C1C=CC=CC=1. The catalyst is CN(C=O)C. The product is [NH2:11][N:5]1[CH:6]=[C:2]([Cl:1])[CH:3]=[C:4]1[C:7]#[N:8]. The yield is 0.840. (6) The reactants are C(OC(=O)[NH:7][C@@H:8]1[CH2:13][CH2:12][CH2:11][C:10]([F:15])([F:14])[C@@H:9]1[NH:16][C:17]([C:19]1[S:20][C:21]([CH3:40])=[C:22]([C:24]2[CH:25]=[N:26][N:27]3[CH:32]=[C:31]([C:33](OC)([O:36]C)[O:34][CH3:35])[CH:30]=[N:29][C:28]=23)[CH:23]=1)=[O:18])(C)(C)C.FC(F)(F)C(O)=O.C(=O)(O)[O-].[Na+]. The catalyst is ClCCl. The product is [CH3:35][O:34][C:33]([C:31]1[CH:30]=[N:29][C:28]2[N:27]([N:26]=[CH:25][C:24]=2[C:22]2[CH:23]=[C:19]([C:17](=[O:18])[NH:16][C@@H:9]3[C@H:8]([NH2:7])[CH2:13][CH2:12][CH2:11][C:10]3([F:14])[F:15])[S:20][C:21]=2[CH3:40])[CH:32]=1)=[O:36]. The yield is 1.00.